Predict the reaction yield, written as a fraction of the theoretical maximum amount of product (1.0 means a 100% yield; for example, 0.34 means a 34% yield). From a dataset of Reaction yield outcomes from USPTO patents with 853,638 reactions. (1) The reactants are [CH2:1]1[O:11][C:4]2([CH2:9][CH2:8][C:7](=[O:10])[CH2:6][CH2:5]2)[O:3][CH2:2]1.[Li+].C[Si]([N-][Si](C)(C)C)(C)C.[Br:22][C:23]1[O:27][C:26]([C:28](Cl)=[O:29])=[CH:25][CH:24]=1.[OH-].[Na+]. The catalyst is C1COCC1. The product is [Br:22][C:23]1[O:27][C:26]([C:28]([CH:8]2[C:7](=[O:10])[CH2:6][CH2:5][C:4]3([O:3][CH2:2][CH2:1][O:11]3)[CH2:9]2)=[O:29])=[CH:25][CH:24]=1. The yield is 0.360. (2) The reactants are Br[C:2]1[S:19][C:5]2[C:6](=[O:18])[N:7]([CH3:17])[CH2:8][CH:9]([C:10]3[CH:15]=[CH:14][C:13]([Cl:16])=[CH:12][CH:11]=3)[C:4]=2[CH:3]=1.[NH:20]1[CH2:25][CH2:24][O:23][CH2:22][CH2:21]1.O1CCOCC1.C(=O)([O-])[O-].[Cs+].[Cs+].C1(P(C2C=CC=CC=2)C2C3OC4C(=CC=CC=4P(C4C=CC=CC=4)C4C=CC=CC=4)C(C)(C)C=3C=CC=2)C=CC=CC=1. The catalyst is C1C=CC(/C=C/C(/C=C/C2C=CC=CC=2)=O)=CC=1.C1C=CC(/C=C/C(/C=C/C2C=CC=CC=2)=O)=CC=1.C1C=CC(/C=C/C(/C=C/C2C=CC=CC=2)=O)=CC=1.[Pd].[Pd]. The product is [Cl:16][C:13]1[CH:14]=[CH:15][C:10]([CH:9]2[CH2:8][N:7]([CH3:17])[C:6](=[O:18])[C:5]3[S:19][C:2]([N:20]4[CH2:25][CH2:24][O:23][CH2:22][CH2:21]4)=[CH:3][C:4]2=3)=[CH:11][CH:12]=1. The yield is 0.190. (3) The product is [CH3:33][O:32][CH2:31][C@H:30]([CH3:34])[O:29][C:14]1[CH:13]=[C:12]([C:9]2[NH:8][C:7]([C:5]3[O:6][C@@H:2]([CH3:35])[CH2:3][N:4]=3)=[CH:11][CH:10]=2)[CH:17]=[C:16]([O:18][C:19]2[CH:24]=[CH:23][C:22]([S:25]([CH3:28])(=[O:26])=[O:27])=[CH:21][CH:20]=2)[CH:15]=1. The yield is 0.740. The catalyst is O1CCCC1. The reactants are O[C@H:2]([CH3:35])[CH2:3][NH:4][C:5]([C:7]1[NH:8][C:9]([C:12]2[CH:17]=[C:16]([O:18][C:19]3[CH:24]=[CH:23][C:22]([S:25]([CH3:28])(=[O:27])=[O:26])=[CH:21][CH:20]=3)[CH:15]=[C:14]([O:29][C@@H:30]([CH3:34])[CH2:31][O:32][CH3:33])[CH:13]=2)=[CH:10][CH:11]=1)=[O:6].CS(O)(=O)=O.C(N(CC)CC)C.C(=O)([O-])O.[Na+]. (4) The reactants are [O:1]1[CH2:6][CH2:5][N:4]([CH2:7][CH2:8][CH2:9][NH:10][C:11]2[N:16]=[C:15]([C:17]([O:19]CC)=[O:18])[CH:14]=[CH:13][C:12]=2[N+:22]([O-:24])=[O:23])[CH2:3][CH2:2]1.Cl. No catalyst specified. The product is [O:1]1[CH2:6][CH2:5][N:4]([CH2:7][CH2:8][CH2:9][NH:10][C:11]2[N:16]=[C:15]([C:17]([OH:19])=[O:18])[CH:14]=[CH:13][C:12]=2[N+:22]([O-:24])=[O:23])[CH2:3][CH2:2]1. The yield is 0.990. (5) The yield is 0.710. The catalyst is CO. The product is [Br:1][C:2]1[CH:7]=[C:6]([C:10]2[CH:15]=[CH:14][CH:13]=[CH:12][CH:11]=2)[CH:5]=[C:4]([Br:9])[CH:3]=1. The reactants are [Br:1][C:2]1[CH:7]=[C:6](I)[CH:5]=[C:4]([Br:9])[CH:3]=1.[C:10]1(B(O)O)[CH:15]=[CH:14][CH:13]=[CH:12][CH:11]=1.C(=O)([O-])[O-].[K+].[K+].C1(C)C=CC=CC=1. (6) The reactants are [F:1][C:2]1[CH:7]=[C:6]([S:8]([CH3:11])(=[O:10])=[O:9])[CH:5]=[CH:4][C:3]=1[C:12]1[CH:17]=[CH:16][C:15]([O:18][CH2:19][CH:20]2[CH2:25][CH2:24][N:23](C(OC(C)(C)C)=O)[CH2:22][CH2:21]2)=[CH:14][CH:13]=1.[ClH:33]. The catalyst is O1CCOCC1.CCOCC. The product is [ClH:33].[F:1][C:2]1[CH:7]=[C:6]([S:8]([CH3:11])(=[O:10])=[O:9])[CH:5]=[CH:4][C:3]=1[C:12]1[CH:13]=[CH:14][C:15]([O:18][CH2:19][CH:20]2[CH2:25][CH2:24][NH:23][CH2:22][CH2:21]2)=[CH:16][CH:17]=1. The yield is 0.920.